This data is from Full USPTO retrosynthesis dataset with 1.9M reactions from patents (1976-2016). The task is: Predict the reactants needed to synthesize the given product. (1) Given the product [Cl:1][C:2]1[CH:3]=[N:4][C:5]2[C:10]([N:11]=1)=[CH:9][C:8]([C:12]([C:13]1[CH:14]=[C:15]([NH:19][C:20](=[O:25])[C:21]([CH3:23])([CH3:22])[CH3:24])[CH:16]=[CH:17][CH:18]=1)=[O:26])=[CH:7][CH:6]=2, predict the reactants needed to synthesize it. The reactants are: [Cl:1][C:2]1[CH:3]=[N:4][C:5]2[C:10]([N:11]=1)=[CH:9][C:8]([CH:12]([OH:26])[C:13]1[CH:14]=[C:15]([NH:19][C:20](=[O:25])[C:21]([CH3:24])([CH3:23])[CH3:22])[CH:16]=[CH:17][CH:18]=1)=[CH:7][CH:6]=2. (2) Given the product [CH:28]1([NH:34][C:35]([CH:37]2[CH2:42][CH2:41][N:40]([CH2:43][C:44]3[CH:49]=[CH:48][C:47]([Cl:50])=[C:46]([NH2:51])[CH:45]=3)[CH2:39][CH2:38]2)=[O:36])[CH2:33][CH2:32][CH2:31][CH2:30][CH2:29]1, predict the reactants needed to synthesize it. The reactants are: ClC1C=CC(C=O)=CC=1[N+]([O-])=O.C1(NC(C2CCNCC2)=O)CCCCC1.[CH:28]1([NH:34][C:35]([CH:37]2[CH2:42][CH2:41][N:40]([CH2:43][C:44]3[CH:49]=[CH:48][C:47]([Cl:50])=[C:46]([N+:51]([O-])=O)[CH:45]=3)[CH2:39][CH2:38]2)=[O:36])[CH2:33][CH2:32][CH2:31][CH2:30][CH2:29]1. (3) Given the product [CH:1]1([CH2:6][C@H:7]([C:19]2[CH:20]=[CH:21][C:22]([S:25]([CH3:28])(=[O:27])=[O:26])=[CH:23][CH:24]=2)[C:8]([NH:10][C:11]2[S:12][C:13]([S:16][CH3:17])=[CH:14][N:15]=2)=[O:9])[CH2:5][CH2:4][CH2:3][CH2:2]1, predict the reactants needed to synthesize it. The reactants are: [CH:1]1([CH2:6][C@H:7]([C:19]2[CH:24]=[CH:23][C:22]([S:25]([CH3:28])(=[O:27])=[O:26])=[CH:21][CH:20]=2)[C:8]([NH:10][C:11]2[S:12][C:13]([S:16][C:17]#N)=[CH:14][N:15]=2)=[O:9])[CH2:5][CH2:4][CH2:3][CH2:2]1.CI. (4) Given the product [Cl:19][C:20]1[C:27]([O:28][CH2:29][CH3:30])=[CH:26][C:23]([CH2:24][N:1]2[CH2:2][CH2:3][CH:4]([NH:7][C:8]3[O:9][C:10]4[C:11]([CH2:17][OH:18])=[N:12][CH:13]=[CH:14][C:15]=4[N:16]=3)[CH2:5][CH2:6]2)=[CH:22][C:21]=1[O:31][CH2:32][CH3:33], predict the reactants needed to synthesize it. The reactants are: [NH:1]1[CH2:6][CH2:5][CH:4]([NH:7][C:8]2[O:9][C:10]3[C:11]([CH2:17][OH:18])=[N:12][CH:13]=[CH:14][C:15]=3[N:16]=2)[CH2:3][CH2:2]1.[Cl:19][C:20]1[C:27]([O:28][CH2:29][CH3:30])=[CH:26][C:23]([CH:24]=O)=[CH:22][C:21]=1[O:31][CH2:32][CH3:33].C([BH3-])#N.[Na+].C(N(C(C)C)C(C)C)C. (5) Given the product [CH2:1]([C:8]1[C:9]([NH:20][S:21]([CH2:24][C:25]2[CH:30]=[CH:29][CH:28]=[CH:27][CH:26]=2)(=[O:23])=[O:22])=[N:10][CH:11]=[C:12]([C:14]2[CH:19]=[CH:18][CH:17]=[CH:16][CH:15]=2)[N:13]=1)[C:2]1[CH:3]=[CH:4][CH:5]=[CH:6][CH:7]=1, predict the reactants needed to synthesize it. The reactants are: [CH2:1]([C:8]1[C:9]([N:20](S(CC2C=CC=CC=2)(=O)=O)[S:21]([CH2:24][C:25]2[CH:30]=[CH:29][CH:28]=[CH:27][CH:26]=2)(=[O:23])=[O:22])=[N:10][CH:11]=[C:12]([C:14]2[CH:19]=[CH:18][CH:17]=[CH:16][CH:15]=2)[N:13]=1)[C:2]1[CH:7]=[CH:6][CH:5]=[CH:4][CH:3]=1.[OH-].[Na+].Cl. (6) Given the product [CH2:18]([N:10]1[CH2:11][C:5]2[CH:4]=[C:3]([O:2][CH3:1])[C:14]([N+:15]([O-:17])=[O:16])=[CH:13][C:6]=2[NH:7][C:8](=[O:12])[CH2:9]1)[CH3:19], predict the reactants needed to synthesize it. The reactants are: [CH3:1][O:2][C:3]1[C:14]([N+:15]([O-:17])=[O:16])=[CH:13][C:6]2[NH:7][C:8](=[O:12])[CH2:9][NH:10][CH2:11][C:5]=2[CH:4]=1.[CH:18](=O)[CH3:19].C(O)(=O)C.C(O[BH-](OC(=O)C)OC(=O)C)(=O)C.[Na+]. (7) Given the product [C:16]([N:4]1[C:5]2[C:10](=[CH:9][CH:8]=[CH:7][CH:6]=2)[C:2]([CH3:12])([CH3:1])[C:3]1=[O:11])(=[O:17])[CH3:15].[CH3:1][C:2]1([CH3:12])[C:10]2[C:5](=[CH:6][CH:7]=[CH:8][CH:9]=2)[NH:4][C:3]1=[O:11], predict the reactants needed to synthesize it. The reactants are: [CH3:1][C:2]1([CH3:12])[C:10]2[C:5](=[CH:6][CH:7]=[CH:8][CH:9]=2)[NH:4][C:3]1=[O:11].CI.[CH2:15]1OCCOCCOCCOCCOCC[O:17][CH2:16]1.CC(C)([O-])C.[K+].[NH4+].[Cl-]. (8) The reactants are: Br[C:2]1[CH:3]=[CH:4][CH:5]=[C:6]2[C:10]=1[NH:9][C:8]([C:11]([O:13][CH2:14][CH3:15])=[O:12])=[C:7]2[CH2:16][CH2:17][CH2:18][OH:19].[CH3:20][O:21][C:22]1[CH:27]=[CH:26][CH:25]=[CH:24][C:23]=1B(O)O.F[B-](F)(F)F.C(P(C(C)(C)C)C(C)(C)C)(C)(C)C.[F-].[Cs+]. Given the product [OH:19][CH2:18][CH2:17][CH2:16][C:7]1[C:6]2[C:10](=[C:2]([C:23]3[CH:24]=[CH:25][CH:26]=[CH:27][C:22]=3[O:21][CH3:20])[CH:3]=[CH:4][CH:5]=2)[NH:9][C:8]=1[C:11]([O:13][CH2:14][CH3:15])=[O:12], predict the reactants needed to synthesize it. (9) Given the product [CH:11]1[CH:12]=[CH:13][C:14]2[N:15]([C:16]([NH2:18])=[O:17])[C:4]3[CH:3]=[CH:2][CH:1]=[CH:6][C:5]=3[CH:7]=[CH:8][C:9]=2[CH:10]=1.[CH3:19][S:20]([CH3:22])=[O:21], predict the reactants needed to synthesize it. The reactants are: [CH:1]1[CH:2]=[CH:3][C:4]2[N:15]([C:16]([NH2:18])=[O:17])[C:14]3[CH:13]=[CH:12][CH:11]=[CH:10][C:9]=3[CH:8]=[CH:7][C:5]=2[CH:6]=1.[CH3:19][S:20]([CH3:22])=[O:21].